Dataset: Full USPTO retrosynthesis dataset with 1.9M reactions from patents (1976-2016). Task: Predict the reactants needed to synthesize the given product. (1) Given the product [CH3:47][C:14]([CH3:46])([CH3:13])[C:15](=[O:45])[CH2:16][N:17]1[C:22](=[O:23])[C:21]([CH2:24][C:25]2[CH:26]=[CH:27][C:28]([C:31]3[CH:36]=[CH:35][CH:34]=[CH:33][C:32]=3[C:37]3[NH:3][C:4](=[O:7])[O:5][N:38]=3)=[CH:29][CH:30]=2)=[C:20]([CH2:39][CH2:40][CH3:41])[N:19]2[N:42]=[CH:43][N:44]=[C:18]12, predict the reactants needed to synthesize it. The reactants are: [Cl-].O[NH3+:3].[C:4](=[O:7])([O-])[OH:5].[Na+].CS(C)=O.[CH3:13][C:14]([CH3:47])([CH3:46])[C:15](=[O:45])[CH2:16][N:17]1[C:22](=[O:23])[C:21]([CH2:24][C:25]2[CH:30]=[CH:29][C:28]([C:31]3[C:32]([C:37]#[N:38])=[CH:33][CH:34]=[CH:35][CH:36]=3)=[CH:27][CH:26]=2)=[C:20]([CH2:39][CH2:40][CH3:41])[N:19]2[N:42]=[CH:43][N:44]=[C:18]12. (2) Given the product [CH2:43]([N:50]1[CH2:55][CH2:54][O:53][CH:52]([C:56]2[CH:57]=[CH:58][C:59]([CH2:62][O:9][C:3]3[C:2]([Cl:1])=[CH:7][CH:6]=[CH:5][C:4]=3[Cl:8])=[CH:60][CH:61]=2)[CH2:51]1)[C:44]1[CH:45]=[CH:46][CH:47]=[CH:48][CH:49]=1, predict the reactants needed to synthesize it. The reactants are: [Cl:1][C:2]1[CH:7]=[CH:6][CH:5]=[C:4]([Cl:8])[C:3]=1[OH:9].CC(OC(/N=N/C(OC(C)C)=O)=O)C.C1(P(C2C=CC=CC=2)C2C=CC=CC=2)C=CC=CC=1.[CH2:43]([N:50]1[CH2:55][CH2:54][O:53][CH:52]([C:56]2[CH:61]=[CH:60][C:59]([CH2:62]O)=[CH:58][CH:57]=2)[CH2:51]1)[C:44]1[CH:49]=[CH:48][CH:47]=[CH:46][CH:45]=1. (3) Given the product [Br:1][C:2]1[CH:3]=[C:4]2[C:5](=[CH:6][CH:7]=1)[N:8]=[CH:9][N:10]=[C:13]2[NH:14][C:18]1[CH:19]=[C:20]([OH:22])[CH:21]=[CH:16][C:17]=1[CH3:23], predict the reactants needed to synthesize it. The reactants are: [Br:1][C:2]1[CH:7]=[CH:6][C:5]([N:8]=[CH:9][N:10](C)C)=[C:4]([C:13]#[N:14])[CH:3]=1.N[C:16]1[CH:21]=[C:20]([OH:22])[CH:19]=[CH:18][C:17]=1[CH3:23].O. (4) Given the product [Ca+2:39].[CH2:1]([O:3][CH:4]([CH2:8][C:9]1[CH:10]=[CH:11][C:12]([O:15][CH2:16][CH2:17][N:18]2[C:22]([C:23]3[CH:24]=[CH:25][C:26]([S:29][CH3:30])=[CH:27][CH:28]=3)=[CH:21][CH:20]=[C:19]2[CH3:31])=[CH:13][CH:14]=1)[C:5]([O-:7])=[O:6])[CH3:2].[CH2:1]([O:3][CH:4]([CH2:8][C:9]1[CH:10]=[CH:11][C:12]([O:15][CH2:16][CH2:17][N:18]2[C:22]([C:23]3[CH:24]=[CH:25][C:26]([S:29][CH3:30])=[CH:27][CH:28]=3)=[CH:21][CH:20]=[C:19]2[CH3:31])=[CH:13][CH:14]=1)[C:5]([O-:7])=[O:6])[CH3:2], predict the reactants needed to synthesize it. The reactants are: [CH2:1]([O:3][CH:4]([CH2:8][C:9]1[CH:14]=[CH:13][C:12]([O:15][CH2:16][CH2:17][N:18]2[C:22]([C:23]3[CH:28]=[CH:27][C:26]([S:29][CH3:30])=[CH:25][CH:24]=3)=[CH:21][CH:20]=[C:19]2[CH3:31])=[CH:11][CH:10]=1)[C:5]([OH:7])=[O:6])[CH3:2].Cl.[OH-].[Na+].C([O-])(=O)C.[Ca+2:39].C([O-])(=O)C. (5) Given the product [O:7]=[C:8]1[NH:12][C:11](=[O:13])[C:10](=[CH:14][C:15]2[CH:16]=[CH:17][C:18]([F:39])=[C:19]([C:21]3[N:26]=[C:25]([N:27]4[CH2:33][CH2:32][CH2:31][N:30]([C:34]([O:36][CH2:37][CH3:38])=[O:35])[CH2:29][CH2:28]4)[CH:24]=[N:23][CH:22]=3)[CH:20]=2)[S:9]1, predict the reactants needed to synthesize it. The reactants are: C(Cl)(=O)OCC.[O:7]=[C:8]1[NH:12][C:11](=[O:13])/[C:10](=[CH:14]/[C:15]2[CH:16]=[CH:17][C:18]([F:39])=[C:19]([C:21]3[N:26]=[C:25]([N:27]4[CH2:33][CH2:32][CH2:31][N:30]([C:34]([O:36][CH2:37][CH3:38])=[O:35])[CH2:29][CH2:28]4)[CH:24]=[N:23][CH:22]=3)[CH:20]=2)/[S:9]1. (6) Given the product [CH3:31][O:23][C:22](=[O:24])[CH2:21][CH2:20][O:19][CH2:18][CH2:17][O:16][C:13]1[CH:14]=[CH:15][C:10]2[N:9]=[C:8]([C:25]3[CH:26]=[CH:27][CH:28]=[CH:29][CH:30]=3)[N:7]([C:1]3[CH:2]=[CH:3][CH:4]=[CH:5][CH:6]=3)[C:11]=2[CH:12]=1, predict the reactants needed to synthesize it. The reactants are: [C:1]1([N:7]2[C:11]3[CH:12]=[C:13]([O:16][CH2:17][CH2:18][O:19][CH2:20][CH2:21][C:22]([OH:24])=[O:23])[CH:14]=[CH:15][C:10]=3[N:9]=[C:8]2[C:25]2[CH:30]=[CH:29][CH:28]=[CH:27][CH:26]=2)[CH:6]=[CH:5][CH:4]=[CH:3][CH:2]=1.[C:31](=O)([O-])[O-].[Cs+].[Cs+].CI. (7) Given the product [Br:2][C:3]1[CH:11]=[C:7]([C:8]([C:15]2[CH:14]=[C:13]([CH3:12])[C:18]3[NH:19][C:20](=[O:22])[O:21][C:17]=3[CH:16]=2)=[O:9])[CH:6]=[N:5][CH:4]=1, predict the reactants needed to synthesize it. The reactants are: Cl.[Br:2][C:3]1[CH:4]=[N:5][CH:6]=[C:7]([CH:11]=1)[C:8](Cl)=[O:9].[CH3:12][C:13]1[C:18]2[NH:19][C:20](=[O:22])[O:21][C:17]=2[CH:16]=[CH:15][CH:14]=1.[Cl-].[Cl-].[Cl-].[Al+3].